Dataset: Full USPTO retrosynthesis dataset with 1.9M reactions from patents (1976-2016). Task: Predict the reactants needed to synthesize the given product. (1) The reactants are: C[O-].[Na+].Cl[C:5]1[C:10]([N+:11]([O-:13])=[O:12])=[CH:9][CH:8]=[C:7]([Cl:14])[N:6]=1.[Cl-].[NH4+].[C:17](OCC)(=[O:19])C. Given the product [Cl:14][C:7]1[N:6]=[C:5]([O:19][CH3:17])[C:10]([N+:11]([O-:13])=[O:12])=[CH:9][CH:8]=1, predict the reactants needed to synthesize it. (2) The reactants are: C(OC([N:8]1[CH2:13][CH2:12][N:11]([C:14]2[N:19]=[C:18]([C:20]3[CH:25]=[CH:24][N:23]=[C:22]([NH:26][CH:27]4[CH2:32][CH2:31][CH2:30][CH2:29][CH2:28]4)[CH:21]=3)[CH:17]=[C:16]([N+:33]([O-:35])=[O:34])[CH:15]=2)[CH2:10][CH2:9]1)=O)(C)(C)C.C(O)(C(F)(F)F)=O. Given the product [CH:27]1([NH:26][C:22]2[CH:21]=[C:20]([C:18]3[CH:17]=[C:16]([N+:33]([O-:35])=[O:34])[CH:15]=[C:14]([N:11]4[CH2:12][CH2:13][NH:8][CH2:9][CH2:10]4)[N:19]=3)[CH:25]=[CH:24][N:23]=2)[CH2:32][CH2:31][CH2:30][CH2:29][CH2:28]1, predict the reactants needed to synthesize it. (3) Given the product [C:13]([C:15](=[CH:11][C:4]1[C:5]2[C:10](=[CH:9][CH:8]=[CH:7][CH:6]=2)[N:1]=[CH:2][CH:3]=1)[C:16]([O:18][C:19]([CH3:22])([CH3:21])[CH3:20])=[O:17])#[N:14], predict the reactants needed to synthesize it. The reactants are: [N:1]1[C:10]2[C:5](=[CH:6][CH:7]=[CH:8][CH:9]=2)[C:4]([CH:11]=O)=[CH:3][CH:2]=1.[C:13]([CH2:15][C:16]([O:18][C:19]([CH3:22])([CH3:21])[CH3:20])=[O:17])#[N:14].